Dataset: Forward reaction prediction with 1.9M reactions from USPTO patents (1976-2016). Task: Predict the product of the given reaction. (1) Given the reactants Br[C:2]1[CH:11]=[C:10]2[C:5]([C:6]([C:24]3[CH:29]=[CH:28][C:27]([CH3:30])=[C:26]([CH3:31])[CH:25]=3)=[C:7]([CH:14]([O:19][C:20]([CH3:23])([CH3:22])[CH3:21])[C:15]([O:17]C)=[O:16])[N:8]([CH3:13])[C:9]2=[O:12])=[CH:4][CH:3]=1.CC1(C)C(C)(C)OB([C:40]2[CH:44]=[CH:43][O:42][C:41]=2[CH3:45])O1, predict the reaction product. The product is: [CH3:23][C:20]([O:19][CH:14]([C:7]1[N:8]([CH3:13])[C:9](=[O:12])[C:10]2[C:5]([C:6]=1[C:24]1[CH:29]=[CH:28][C:27]([CH3:30])=[C:26]([CH3:31])[CH:25]=1)=[CH:4][CH:3]=[C:2]([C:40]1[CH:44]=[CH:43][O:42][C:41]=1[CH3:45])[CH:11]=2)[C:15]([OH:17])=[O:16])([CH3:21])[CH3:22]. (2) Given the reactants [C:1]([C:5]1[O:9][N:8]=[C:7]([NH:10][C:11]([NH:13][C:14]2[CH:19]=[CH:18][CH:17]=[C:16]([S:20][C:21]3[C:30]4[C:25](=[CH:26][C:27]([O:41][CH3:42])=[C:28]([O:31][CH2:32][CH2:33][CH2:34][N:35]5[CH2:40][CH2:39]C[CH2:37][CH2:36]5)[CH:29]=4)[N:24]=[CH:23][N:22]=3)[CH:15]=2)=[O:12])[CH:6]=1)([CH3:4])([CH3:3])[CH3:2].N1CC[O:46]CC1.C(N(C(C)C)CC)(C)C, predict the reaction product. The product is: [C:1]([C:5]1[O:9][N:8]=[C:7]([NH:10][C:11]([NH:13][C:14]2[CH:19]=[CH:18][CH:17]=[C:16]([S:20][C:21]3[C:30]4[C:25](=[CH:26][C:27]([O:41][CH3:42])=[C:28]([O:31][CH2:32][CH2:33][CH2:34][N:35]5[CH2:36][CH2:37][O:46][CH2:39][CH2:40]5)[CH:29]=4)[N:24]=[CH:23][N:22]=3)[CH:15]=2)=[O:12])[CH:6]=1)([CH3:4])([CH3:2])[CH3:3]. (3) The product is: [Br:1][C:2]1[CH:3]=[CH:4][C:5]([C:8]2[CH:13]=[CH:12][C:11]([O:14][CH2:16][CH2:17][CH2:18][CH2:19][CH2:20][CH2:21][CH2:22][CH3:23])=[CH:10][CH:9]=2)=[CH:6][CH:7]=1. Given the reactants [Br:1][C:2]1[CH:7]=[CH:6][C:5]([C:8]2[CH:13]=[CH:12][C:11]([OH:14])=[CH:10][CH:9]=2)=[CH:4][CH:3]=1.Br[CH2:16][CH2:17][CH2:18][CH2:19][CH2:20][CH2:21][CH2:22][CH3:23].C(=O)([O-])[O-].[K+].[K+], predict the reaction product.